Dataset: Forward reaction prediction with 1.9M reactions from USPTO patents (1976-2016). Task: Predict the product of the given reaction. (1) Given the reactants [CH2:1]([N:3]1[C:15]([CH2:16][CH2:17][C:18]2[CH:23]=[CH:22][CH:21]=[CH:20][CH:19]=2)=[C:14]2[C:5]([C:6](N)=[N:7]C3C=CC=CC=32)=[N:4]1)[CH3:2].[CH3:25][C:26]([CH3:42])([CH3:41])[C:27]([NH:29][C:30]1[CH:35]=[C:34]([O:36][CH3:37])[CH:33]=[CH:32][C:31]=1B(O)O)=[O:28], predict the reaction product. The product is: [C:6]([C:5]1[C:14]([C:31]2[CH:32]=[CH:33][C:34]([O:36][CH3:37])=[CH:35][C:30]=2[NH:29][C:27](=[O:28])[C:26]([CH3:42])([CH3:41])[CH3:25])=[C:15]([CH2:16][CH2:17][C:18]2[CH:23]=[CH:22][CH:21]=[CH:20][CH:19]=2)[N:3]([CH2:1][CH3:2])[N:4]=1)#[N:7]. (2) Given the reactants O.[OH-].[Li+].C[O:5][C:6]([C:8]1[CH:45]=[CH:44][C:11]([CH2:12][CH:13](/[CH:26]=[CH:27]/[C:28]2[CH:33]=[CH:32][CH:31]=[CH:30][C:29]=2[O:34][CH2:35][CH2:36][CH2:37][N:38]2[CH2:42][CH2:41][O:40][C:39]2=[O:43])[CH2:14][CH2:15][C:16]2[CH:25]=[CH:24][C:19]([C:20]([O:22]C)=[O:21])=[CH:18][CH:17]=2)=[CH:10][CH:9]=1)=[O:7].Cl, predict the reaction product. The product is: [C:6]([C:8]1[CH:9]=[CH:10][C:11]([CH2:12][CH:13](/[CH:26]=[CH:27]/[C:28]2[CH:33]=[CH:32][CH:31]=[CH:30][C:29]=2[O:34][CH2:35][CH2:36][CH2:37][N:38]2[CH2:42][CH2:41][O:40][C:39]2=[O:43])[CH2:14][CH2:15][C:16]2[CH:17]=[CH:18][C:19]([C:20]([OH:22])=[O:21])=[CH:24][CH:25]=2)=[CH:44][CH:45]=1)([OH:7])=[O:5]. (3) Given the reactants [CH:1]([O:4][C:5]([N:7]1[CH2:12][CH2:11][CH:10]([OH:13])[CH2:9][CH2:8]1)=[O:6])([CH3:3])[CH3:2].[Cl:14][C:15]1[C:20]([O:21][CH3:22])=[C:19](Cl)[N:18]=[CH:17][N:16]=1.O(C(C)(C)C)[K].C1COCC1, predict the reaction product. The product is: [CH:1]([O:4][C:5]([N:7]1[CH2:8][CH2:9][CH:10]([O:13][C:19]2[C:20]([O:21][CH3:22])=[C:15]([Cl:14])[N:16]=[CH:17][N:18]=2)[CH2:11][CH2:12]1)=[O:6])([CH3:3])[CH3:2]. (4) Given the reactants [C:1]1([CH3:8])[C:6](O)=[CH:5][CH:4]=[CH:3][CH:2]=1.[I-].[K+].[C:11](=[O:14])([O-])[O-].[Na+].[Na+].[CH2:17](Cl)[C:18]1[CH:23]=[CH:22][CH:21]=[CH:20][CH:19]=1, predict the reaction product. The product is: [C:1]1([CH3:8])[CH:2]=[CH:3][CH:4]=[CH:5][C:6]=1[C:19]1[CH:20]=[CH:21][CH:22]=[CH:23][C:18]=1[CH2:17][O:14][CH2:11][C:2]1[CH:3]=[CH:4][CH:5]=[CH:6][C:1]=1[C:8]1[CH:5]=[CH:6][CH:1]=[CH:2][C:3]=1[CH3:4]. (5) Given the reactants [N:1]1([C:7]([N:9]2[CH2:14][CH:13]([C:15]3[CH:20]=[CH:19][C:18]([C:21]([F:24])([F:23])[F:22])=[CH:17][CH:16]=3)[CH2:12][CH:11]([C:25]([OH:27])=O)[CH2:10]2)=[O:8])[CH2:6][CH2:5][S:4][CH2:3][CH2:2]1.O[NH:29][C:30](=[NH:35])[CH2:31][CH2:32][O:33][CH3:34], predict the reaction product. The product is: [CH3:34][O:33][CH2:32][CH2:31][C:30]1[N:35]=[C:25]([CH:11]2[CH2:12][CH:13]([C:15]3[CH:20]=[CH:19][C:18]([C:21]([F:24])([F:22])[F:23])=[CH:17][CH:16]=3)[CH2:14][N:9]([C:7]([N:1]3[CH2:2][CH2:3][S:4][CH2:5][CH2:6]3)=[O:8])[CH2:10]2)[O:27][N:29]=1. (6) Given the reactants [NH2:1][C:2]1[CH:11]=[C:10]([C:12]([N:14]2[C:23]3[C:18](=[CH:19][CH:20]=[CH:21][CH:22]=3)[CH2:17][CH2:16][CH2:15]2)=[O:13])[CH:9]=[CH:8][C:3]=1[C:4]([O:6][CH3:7])=[O:5].C(=O)([O-])O.[Na+].[N+:29]([C:32]1[CH:40]=[CH:39][CH:38]=[CH:37][C:33]=1[C:34](Cl)=[O:35])([O-:31])=[O:30], predict the reaction product. The product is: [N:14]1([C:12]([C:10]2[CH:9]=[CH:8][C:3]([C:4]([O:6][CH3:7])=[O:5])=[C:2]([NH:1][C:34](=[O:35])[C:33]3[CH:37]=[CH:38][CH:39]=[CH:40][C:32]=3[N+:29]([O-:31])=[O:30])[CH:11]=2)=[O:13])[C:23]2[C:18](=[CH:19][CH:20]=[CH:21][CH:22]=2)[CH2:17][CH2:16][CH2:15]1. (7) Given the reactants [F:1][C@H:2]1[C@@H:7]([O:8][C:9]2[CH:10]=[N:11][C:12]([C:15]3[CH:20]=[CH:19][CH:18]=[C:17]([CH:21]([C:23]4[C:28](=[O:29])[CH:27]=[CH:26][N:25]([C:30]5[CH:31]=[N:32][N:33]([CH3:35])[CH:34]=5)[N:24]=4)[CH3:22])[CH:16]=3)=[N:13][CH:14]=2)[CH2:6][CH2:5][N:4](C(OC(C)(C)C)=O)[CH2:3]1.CN1C=C(N2C=CC(=O)C(C(C3C=CC=C(C4N=CC(OC5CCNCC5)=CN=4)C=3)C)=N2)C=N1, predict the reaction product. The product is: [F:1][C@H:2]1[C@@H:7]([O:8][C:9]2[CH:10]=[N:11][C:12]([C:15]3[CH:16]=[C:17]([CH:21]([C:23]4[C:28](=[O:29])[CH:27]=[CH:26][N:25]([C:30]5[CH:31]=[N:32][N:33]([CH3:35])[CH:34]=5)[N:24]=4)[CH3:22])[CH:18]=[CH:19][CH:20]=3)=[N:13][CH:14]=2)[CH2:6][CH2:5][NH:4][CH2:3]1. (8) Given the reactants [C:1]([C:3]1[CH:36]=[CH:35][C:6]2[N:7]([CH2:22][C:23]3[C:32]4[C:27](=[CH:28][CH:29]=[CH:30][CH:31]=4)[CH:26]=[CH:25][C:24]=3[O:33][CH3:34])[C:8](=[O:21])[C@@H:9]([NH:13][C:14](=[O:20])[O:15][C:16]([CH3:19])([CH3:18])[CH3:17])[C@H:10]([CH3:12])[NH:11][C:5]=2[CH:4]=1)#[N:2].N1C=CC=CC=1.[C:43](Cl)(=[O:45])[CH3:44], predict the reaction product. The product is: [C:43]([N:11]1[C@@H:10]([CH3:12])[C@H:9]([NH:13][C:14](=[O:20])[O:15][C:16]([CH3:19])([CH3:18])[CH3:17])[C:8](=[O:21])[N:7]([CH2:22][C:23]2[C:32]3[C:27](=[CH:28][CH:29]=[CH:30][CH:31]=3)[CH:26]=[CH:25][C:24]=2[O:33][CH3:34])[C:6]2[CH:35]=[CH:36][C:3]([C:1]#[N:2])=[CH:4][C:5]1=2)(=[O:45])[CH3:44]. (9) Given the reactants [N:1]([CH2:4][CH2:5][N:6]1[CH:10]=[C:9]([C:11]([O:13][CH2:14][CH3:15])=[O:12])[CH:8]=[C:7]1[C:16]([O:18]CC)=O)=[N+]=[N-].C(=O)([O-])[O-].[K+].[K+], predict the reaction product. The product is: [O:18]=[C:16]1[NH:1][CH2:4][CH2:5][N:6]2[CH:10]=[C:9]([C:11]([O:13][CH2:14][CH3:15])=[O:12])[CH:8]=[C:7]12. (10) Given the reactants [NH2:1][C:2]1[N:10]=[CH:9][C:8]([Cl:11])=[CH:7][C:3]=1[C:4]([NH2:6])=[O:5].[Br:12][C:13]1[CH:18]=[C:17]([CH2:19]Br)[CH:16]=[CH:15][C:14]=1[S:21]([CH3:24])(=[O:23])=[O:22].C(OCC)(=O)C, predict the reaction product. The product is: [ClH:11].[Br:12][C:13]1[CH:18]=[C:17]([CH:16]=[CH:15][C:14]=1[S:21]([CH3:24])(=[O:23])=[O:22])[CH2:19][N:10]1[CH:9]=[C:8]([Cl:11])[CH:7]=[C:3]([C:4]([NH2:6])=[O:5])[C:2]1=[NH:1].